Dataset: Forward reaction prediction with 1.9M reactions from USPTO patents (1976-2016). Task: Predict the product of the given reaction. (1) Given the reactants [CH:1]1([CH2:6][C@@H:7]2[C@@H:15]([O:16][CH2:17][CH:18]3[CH2:20][CH2:19]3)[C@H:14]([CH3:21])[O:13][C:12](=[O:22])[C@@H:11]([NH:23][C:24](=[O:34])[C:25]3[C:30]([OH:31])=[C:29]([O:32][CH3:33])[CH:28]=[CH:27][N:26]=3)[CH2:10][CH2:9][CH2:8]2)[CH2:5][CH2:4][CH2:3][CH2:2]1.C([O-])([O-])=O.[K+].[K+].[C:41]([O:46][CH2:47]Cl)(=[O:45])[CH:42]([CH3:44])[CH3:43], predict the reaction product. The product is: [C:41]([O:46][CH2:47][O:31][C:30]1[C:25]([C:24](=[O:34])[NH:23][C@H:11]2[CH2:10][CH2:9][CH2:8][C@H:7]([CH2:6][CH:1]3[CH2:5][CH2:4][CH2:3][CH2:2]3)[C@@H:15]([O:16][CH2:17][CH:18]3[CH2:20][CH2:19]3)[C@H:14]([CH3:21])[O:13][C:12]2=[O:22])=[N:26][CH:27]=[CH:28][C:29]=1[O:32][CH3:33])(=[O:45])[CH:42]([CH3:44])[CH3:43]. (2) Given the reactants [C:1]([O:5][C:6]([N:8]1[C@@H:12]([CH3:13])[C@@H:11]([OH:14])[CH2:10][C@H:9]1[C:15]([OH:17])=O)=[O:7])([CH3:4])([CH3:3])[CH3:2].[F:18][C:19]1[CH:24]=[CH:23][C:22]([C:25]2[CH:26]=[N:27][C:28]([C:31]([F:34])([F:33])[F:32])=[N:29][CH:30]=2)=[CH:21][C:20]=1[CH2:35][NH2:36].CN(C(ON1N=NC2C=CC=NC1=2)=[N+](C)C)C.F[P-](F)(F)(F)(F)F.CCN(C(C)C)C(C)C, predict the reaction product. The product is: [F:18][C:19]1[CH:24]=[CH:23][C:22]([C:25]2[CH:30]=[N:29][C:28]([C:31]([F:32])([F:34])[F:33])=[N:27][CH:26]=2)=[CH:21][C:20]=1[CH2:35][NH:36][C:15]([C@H:9]1[N:8]([C:6]([O:5][C:1]([CH3:2])([CH3:3])[CH3:4])=[O:7])[C@@H:12]([CH3:13])[C@@H:11]([OH:14])[CH2:10]1)=[O:17]. (3) Given the reactants [C:1](=[O:4])([O-])[O-:2].[Cs+].[Cs+].[C:7]1(S)[CH:12]=[CH:11][CH:10]=[CH:9]C=1.[OH2:14].[C:15](#[N:17])[CH3:16], predict the reaction product. The product is: [O:2]1[CH2:12][CH2:11][CH2:10][CH2:9][CH:1]1[O:4][CH2:16][CH2:15][NH:17][CH2:7][C:12]1[O:14][CH:9]=[CH:10][CH:11]=1. (4) Given the reactants [CH2:1]([N:8]1[CH2:12][C@H:11]([C:13]2[CH:18]=[CH:17][CH:16]=[CH:15][CH:14]=2)[C@@H:10]([C:19]([OH:21])=[O:20])[CH2:9]1)[C:2]1[CH:7]=[CH:6][CH:5]=[CH:4][CH:3]=1.S(=O)(=O)(O)O.[CH3:27]O, predict the reaction product. The product is: [CH3:27][O:20][C:19]([C@@H:10]1[C@@H:11]([C:13]2[CH:14]=[CH:15][CH:16]=[CH:17][CH:18]=2)[CH2:12][N:8]([CH2:1][C:2]2[CH:3]=[CH:4][CH:5]=[CH:6][CH:7]=2)[CH2:9]1)=[O:21]. (5) Given the reactants Br[C:2]1[CH:7]=[CH:6][CH:5]=[CH:4][N:3]=1.[NH2:8][C:9]1[CH:17]=[CH:16][C:15]([Br:18])=[CH:14][C:10]=1[C:11](O)=[O:12], predict the reaction product. The product is: [NH2:8][C:9]1[CH:17]=[CH:16][C:15]([Br:18])=[CH:14][C:10]=1[C:11]([C:2]1[CH:7]=[CH:6][CH:5]=[CH:4][N:3]=1)=[O:12]. (6) The product is: [Br:18][C:13]1[CH:12]=[CH:11][C:10]2[N:9]([CH2:19][CH:20]([OH:24])[CH2:21][NH:22][C:26]3[CH:31]=[CH:30][N:29]=[CH:28][CH:27]=3)[C:8]3[C:16]([C:15]=2[CH:14]=1)=[CH:17][C:5]([Br:4])=[CH:6][CH:7]=3. Given the reactants O[Li].O.[Br:4][C:5]1[CH:6]=[CH:7][C:8]2[N:9]([CH2:19][CH:20]3[O:24]C(=O)[N:22]([C:26]4[CH:31]=[CH:30][N:29]=[CH:28][CH:27]=4)[CH2:21]3)[C:10]3[C:15]([C:16]=2[CH:17]=1)=[CH:14][C:13]([Br:18])=[CH:12][CH:11]=3, predict the reaction product. (7) Given the reactants [NH2:1][C:2]1[CH:3]=[C:4]2[C:9](=[C:10]([CH3:12])[CH:11]=1)[CH:8]=[N:7][C:6]([NH:13][C:14]([NH:16][CH2:17][CH3:18])=[O:15])=[CH:5]2.[N:19]1([C:24]2[CH:25]=[C:26]([CH:29]=[CH:30][CH:31]=2)[CH:27]=O)[CH:23]=[N:22][CH:21]=[N:20]1, predict the reaction product. The product is: [CH2:17]([NH:16][C:14]([NH:13][C:6]1[N:7]=[CH:8][C:9]2[C:4]([CH:5]=1)=[CH:3][C:2]([NH:1][CH2:27][C:26]1[CH:29]=[CH:30][CH:31]=[C:24]([N:19]3[CH:23]=[N:22][CH:21]=[N:20]3)[CH:25]=1)=[CH:11][C:10]=2[CH3:12])=[O:15])[CH3:18].